Dataset: Peptide-MHC class I binding affinity with 185,985 pairs from IEDB/IMGT. Task: Regression. Given a peptide amino acid sequence and an MHC pseudo amino acid sequence, predict their binding affinity value. This is MHC class I binding data. (1) The peptide sequence is FARERRLAL. The MHC is HLA-A02:01 with pseudo-sequence HLA-A02:01. The binding affinity (normalized) is 0.213. (2) The peptide sequence is FLAVFQSATK. The MHC is HLA-A68:01 with pseudo-sequence HLA-A68:01. The binding affinity (normalized) is 0.799. (3) The MHC is Mamu-A01 with pseudo-sequence Mamu-A01. The binding affinity (normalized) is 0.149. The peptide sequence is KLPIILAFAT.